This data is from Reaction yield outcomes from USPTO patents with 853,638 reactions. The task is: Predict the reaction yield, written as a fraction of the theoretical maximum amount of product (1.0 means a 100% yield; for example, 0.34 means a 34% yield). (1) The reactants are Cl.I[C:3]1[CH:4]=[C:5]2[C:10](=[CH:11][CH:12]=1)[N:9]([CH2:13][C@@H:14]1[CH2:18][CH2:17][NH:16][CH2:15]1)[CH:8]=[C:7]([C:19]([O:21][CH2:22][CH3:23])=[O:20])[C:6]2=[O:24].[CH2:25]([NH:27][C:28](=[O:48])[NH:29][C:30]1[N:35]=[CH:34][C:33](B(O)O)=[C:32]([C:39]2[S:40][CH:41]=[C:42]([C:44]([F:47])([F:46])[F:45])[N:43]=2)[CH:31]=1)[CH3:26].C(=O)(O)[O-].[Na+]. The catalyst is C(COC)OC.O.Cl[Pd](Cl)([P](C1C=CC=CC=1)(C1C=CC=CC=1)C1C=CC=CC=1)[P](C1C=CC=CC=1)(C1C=CC=CC=1)C1C=CC=CC=1. The product is [CH2:25]([NH:27][C:28](=[O:48])[NH:29][C:30]1[N:35]=[CH:34][C:33]([C:3]2[CH:4]=[C:5]3[C:10](=[CH:11][CH:12]=2)[N:9]([CH2:13][C@@H:14]2[CH2:18][CH2:17][NH:16][CH2:15]2)[CH:8]=[C:7]([C:19]([O:21][CH2:22][CH3:23])=[O:20])[C:6]3=[O:24])=[C:32]([C:39]2[S:40][CH:41]=[C:42]([C:44]([F:47])([F:46])[F:45])[N:43]=2)[CH:31]=1)[CH3:26]. The yield is 0.827. (2) The product is [CH2:31]([N:24]([CH:25]1[CH2:30][CH2:29][O:28][CH2:27][CH2:26]1)[C:4]1[C:5]([CH3:23])=[C:6]([CH:22]=[C:2]([C:41]2[CH:46]=[N:45][C:44]([CH:47]=[O:48])=[CH:43][CH:42]=2)[CH:3]=1)[C:7]([NH:9][CH2:10][C:11]1[C:12](=[O:21])[NH:13][C:14]([CH3:20])=[CH:15][C:16]=1[CH:17]([CH3:19])[CH3:18])=[O:8])[CH3:32]. The catalyst is O1CCOCC1.C1C=CC([P]([Pd]([P](C2C=CC=CC=2)(C2C=CC=CC=2)C2C=CC=CC=2)([P](C2C=CC=CC=2)(C2C=CC=CC=2)C2C=CC=CC=2)[P](C2C=CC=CC=2)(C2C=CC=CC=2)C2C=CC=CC=2)(C2C=CC=CC=2)C2C=CC=CC=2)=CC=1. The yield is 0.665. The reactants are Br[C:2]1[CH:3]=[C:4]([N:24]([CH2:31][CH3:32])[CH:25]2[CH2:30][CH2:29][O:28][CH2:27][CH2:26]2)[C:5]([CH3:23])=[C:6]([CH:22]=1)[C:7]([NH:9][CH2:10][C:11]1[C:12](=[O:21])[NH:13][C:14]([CH3:20])=[CH:15][C:16]=1[CH:17]([CH3:19])[CH3:18])=[O:8].CC1(C)C(C)(C)OB([C:41]2[CH:42]=[CH:43][C:44]([CH:47]=[O:48])=[N:45][CH:46]=2)O1.C([O-])([O-])=O.[Na+].[Na+]. (3) The reactants are C[O:2][C:3]([C@@H:5]1[C@@H:10]([C:11]2[CH:16]=[CH:15][C:14]([O:17][CH2:18][CH2:19][O:20][C:21]3[C:26]([Cl:27])=[CH:25][C:24]([CH3:28])=[CH:23][C:22]=3[Cl:29])=[CH:13][CH:12]=2)[CH2:9][CH2:8][N:7]([C:30]([O:32][C:33]([CH3:36])([CH3:35])[CH3:34])=[O:31])[CH2:6]1)=[O:4].[OH-].[Na+].O. The catalyst is CO. The product is [C:33]([O:32][C:30]([N:7]1[CH2:8][CH2:9][C@H:10]([C:11]2[CH:16]=[CH:15][C:14]([O:17][CH2:18][CH2:19][O:20][C:21]3[C:26]([Cl:27])=[CH:25][C:24]([CH3:28])=[CH:23][C:22]=3[Cl:29])=[CH:13][CH:12]=2)[C@@H:5]([C:3]([OH:4])=[O:2])[CH2:6]1)=[O:31])([CH3:36])([CH3:34])[CH3:35]. The yield is 0.650. (4) The reactants are Cl[C:2]1[CH:3]=[C:4]([C:12]([O:14][CH3:15])=[O:13])[C:5]2[N:6]([C:8]([CH3:11])=[N:9][N:10]=2)[N:7]=1.[CH3:16][NH:17][C@H:18]([C:20]1[CH:25]=[CH:24][CH:23]=[CH:22][CH:21]=1)[CH3:19].O. The catalyst is CS(C)=O. The product is [CH3:11][C:8]1[N:6]2[N:7]=[C:2]([N:17]([CH3:16])[C@H:18]([C:20]3[CH:25]=[CH:24][CH:23]=[CH:22][CH:21]=3)[CH3:19])[CH:3]=[C:4]([C:12]([O:14][CH3:15])=[O:13])[C:5]2=[N:10][N:9]=1. The yield is 0.150. (5) The reactants are [Cl:1][C:2]1[CH:35]=[CH:34][C:33]([C:36]#[CH:37])=[CH:32][C:3]=1[C:4]([NH:6][C:7](=[O:31])[NH:8][C:9]1[S:10][C:11]2[CH:17]=[C:16]([S:18]([CH2:21][CH2:22][CH2:23][N:24]3[CH2:29][CH2:28][N:27]([CH3:30])[CH2:26][CH2:25]3)(=[O:20])=[O:19])[CH:15]=[CH:14][C:12]=2[N:13]=1)=[O:5]. The catalyst is CO.C1COCC1.[Pt]. The product is [Cl:1][C:2]1[CH:35]=[CH:34][C:33]([CH2:36][CH3:37])=[CH:32][C:3]=1[C:4]([NH:6][C:7](=[O:31])[NH:8][C:9]1[S:10][C:11]2[CH:17]=[C:16]([S:18]([CH2:21][CH2:22][CH2:23][N:24]3[CH2:29][CH2:28][N:27]([CH3:30])[CH2:26][CH2:25]3)(=[O:19])=[O:20])[CH:15]=[CH:14][C:12]=2[N:13]=1)=[O:5]. The yield is 0.640.